Dataset: Reaction yield outcomes from USPTO patents with 853,638 reactions. Task: Predict the reaction yield, written as a fraction of the theoretical maximum amount of product (1.0 means a 100% yield; for example, 0.34 means a 34% yield). (1) The reactants are [CH2:1]([NH:3][CH2:4][CH2:5][N:6]1[CH2:11][CH2:10][O:9][C:8]2[CH:12]=[C:13]([NH:16][C:17]([C:19]3[S:20][CH:21]=[CH:22][CH:23]=3)=[NH:18])[CH:14]=[CH:15][C:7]1=2)[CH3:2].[ClH:24]. The catalyst is CO. The product is [ClH:24].[ClH:24].[CH2:1]([NH:3][CH2:4][CH2:5][N:6]1[CH2:11][CH2:10][O:9][C:8]2[CH:12]=[C:13]([NH:16][C:17]([C:19]3[S:20][CH:21]=[CH:22][CH:23]=3)=[NH:18])[CH:14]=[CH:15][C:7]1=2)[CH3:2]. The yield is 0.760. (2) The reactants are [F:1][C:2]1[CH:7]=[CH:6][C:5]([C:8]2[C:16]3[C:11](=[CH:12][CH:13]=[CH:14][CH:15]=3)[N:10]([CH:17]([CH3:19])[CH3:18])[CH:9]=2)=[CH:4][CH:3]=1.CO/[CH:22]=[CH:23]/[C:24]([O:26][CH3:27])=[O:25].O.P(Cl)(Cl)(Cl)=O. The catalyst is C(#N)C. The product is [F:1][C:2]1[CH:7]=[CH:6][C:5]([C:8]2[C:16]3[C:11](=[CH:12][CH:13]=[CH:14][CH:15]=3)[N:10]([CH:17]([CH3:19])[CH3:18])[C:9]=2/[CH:22]=[CH:23]/[C:24]([O:26][CH3:27])=[O:25])=[CH:4][CH:3]=1. The yield is 0.650. (3) The reactants are C[O:2][C:3]([C:5]1[O:9][N:8]=[C:7]([C:10]2[CH:15]=[CH:14][CH:13]=[CH:12][N:11]=2)[CH:6]=1)=[O:4].[Li+].[OH-]. The product is [N:11]1[CH:12]=[CH:13][CH:14]=[CH:15][C:10]=1[C:7]1[CH:6]=[C:5]([C:3]([OH:4])=[O:2])[O:9][N:8]=1. The yield is 0.920. The catalyst is CO. (4) The reactants are [C:1]1([CH2:7][O:8][C:9]2[CH:17]=[CH:16][C:15]3[N:14]([CH2:18][C:19]4[CH:24]=[CH:23][CH:22]=[CH:21][CH:20]=4)[C:13]4[CH2:25][CH2:26][N:27](C(OCC)=O)[CH2:28][C:12]=4[C:11]=3[CH:10]=2)[CH:6]=[CH:5][CH:4]=[CH:3][CH:2]=1.[OH-].[K+]. The catalyst is CC(O)C. The product is [C:1]1([CH2:7][O:8][C:9]2[CH:17]=[CH:16][C:15]3[N:14]([CH2:18][C:19]4[CH:20]=[CH:21][CH:22]=[CH:23][CH:24]=4)[C:13]4[CH2:25][CH2:26][NH:27][CH2:28][C:12]=4[C:11]=3[CH:10]=2)[CH:6]=[CH:5][CH:4]=[CH:3][CH:2]=1. The yield is 0.920. (5) The reactants are [CH2:1]([NH:8][C:9]([N:11]1[C@H:16]2[CH2:17][N:18]([CH2:31][C:32]3[CH:37]=[CH:36][CH:35]=[C:34](F)[N:33]=3)[C:19](=[O:30])[C@H:20]([CH2:21][C:22]3[CH:27]=[CH:26][C:25]([OH:28])=[CH:24][C:23]=3[F:29])[N:15]2[C:14](=[O:39])[CH2:13][N:12]1[CH2:40][CH:41]=[CH2:42])=[O:10])[C:2]1[CH:7]=[CH:6][CH:5]=[CH:4][CH:3]=1.CN1C(=O)CCC1.[NH:50]1[CH2:53][CH:52]([N:54]2[CH2:59][CH2:58][N:57]([CH3:60])[CH2:56][CH2:55]2)[CH2:51]1.C(C1C=CC=CC=1)C1C=CC=CC=1. The catalyst is O. The product is [CH2:1]([NH:8][C:9]([N:11]1[C@H:16]2[CH2:17][N:18]([CH2:31][C:32]3[CH:37]=[CH:36][CH:35]=[C:34]([N:50]4[CH2:53][CH:52]([N:54]5[CH2:59][CH2:58][N:57]([CH3:60])[CH2:56][CH2:55]5)[CH2:51]4)[N:33]=3)[C:19](=[O:30])[C@H:20]([CH2:21][C:22]3[CH:27]=[CH:26][C:25]([OH:28])=[CH:24][C:23]=3[F:29])[N:15]2[C:14](=[O:39])[CH2:13][N:12]1[CH2:40][CH:41]=[CH2:42])=[O:10])[C:2]1[CH:3]=[CH:4][CH:5]=[CH:6][CH:7]=1. The yield is 0.530. (6) The reactants are Br[C:2]1[CH:7]=[CH:6][N+:5]([O-:8])=[C:4]([CH2:9][CH3:10])[CH:3]=1.C([Sn](CCCC)(CCCC)[C:16]1[S:20][C:19]([C:21]([O:23][CH3:24])=[O:22])=[CH:18][CH:17]=1)CCC.[F-].[Cs+].[F-].[K+]. The catalyst is O1CCOCC1.O.C1C=CC(P(C2C=CC=CC=2)[C-]2C=CC=C2)=CC=1.C1C=CC(P(C2C=CC=CC=2)[C-]2C=CC=C2)=CC=1.Cl[Pd]Cl.[Fe+2].Cl[Cu].CCOC(C)=O.CCCCCCC. The product is [CH2:9]([C:4]1[CH:3]=[C:2]([C:16]2[S:20][C:19]([C:21]([O:23][CH3:24])=[O:22])=[CH:18][CH:17]=2)[CH:7]=[CH:6][N+:5]=1[O-:8])[CH3:10]. The yield is 0.790.